This data is from Catalyst prediction with 721,799 reactions and 888 catalyst types from USPTO. The task is: Predict which catalyst facilitates the given reaction. (1) Reactant: [CH2:1]([C:3]([C:10]1[CH:15]=[CH:14][CH:13]=[C:12]([N+:16]([O-:18])=[O:17])[CH:11]=1)([CH2:7][CH2:8][OH:9])[CH2:4][CH2:5][OH:6])[CH3:2].C(N(CC)CC)C.[CH3:26][S:27](Cl)(=[O:29])=[O:28]. Product: [CH3:26][S:27]([O:6][CH2:5][CH2:4][C:3]([CH2:1][CH3:2])([C:10]1[CH:15]=[CH:14][CH:13]=[C:12]([N+:16]([O-:18])=[O:17])[CH:11]=1)[CH2:7][CH2:8][O:9][S:27]([CH3:26])(=[O:29])=[O:28])(=[O:29])=[O:28]. The catalyst class is: 11. (2) Reactant: OC1C=[C:9]([OH:11])[CH:8]=[CH:7][C:3]=1[C:4](O)=O.[C:12](=O)([O-])[O-].[K+].[K+].S([O:23][CH3:24])(OC)(=O)=O.Cl.[C:26]([O:29][CH2:30]C)(=[O:28])[CH3:27]. Product: [CH3:12][O:11][C:9]1[CH:8]=[C:7]([O:23][CH3:24])[CH:3]=[CH:4][C:27]=1[C:26]([O:29][CH3:30])=[O:28]. The catalyst class is: 145.